From a dataset of Full USPTO retrosynthesis dataset with 1.9M reactions from patents (1976-2016). Predict the reactants needed to synthesize the given product. (1) Given the product [Cl:3][C:4]1[CH:9]=[CH:8][C:7]([C:10]2[S:18][C:17]3[C:16](=[O:19])[N:15]([CH2:20][CH2:21][C:22]4[CH:23]=[CH:24][C:25]([CH2:31][N:32]([CH3:36])[C:33]([N:39]([CH3:40])[CH3:37])=[S:34])=[CH:26][CH:27]=4)[CH:14]=[N:13][C:12]=3[CH:11]=2)=[CH:6][CH:5]=1, predict the reactants needed to synthesize it. The reactants are: Cl.Cl.[Cl:3][C:4]1[CH:9]=[CH:8][C:7]([C:10]2[S:18][C:17]3[C:16](=[O:19])[N:15]([CH2:20][CH2:21][C:22]4[CH:27]=[CH:26][C:25](CNC)=[CH:24][CH:23]=4)[CH:14]=[N:13][C:12]=3[CH:11]=2)=[CH:6][CH:5]=1.[CH3:31][N:32]([CH3:36])[C:33](Cl)=[S:34].[CH2:37]([N:39](CC)[CH2:40]C)C.CN(C)C=O. (2) Given the product [O:22]=[C:13]1[C:14]2[C:19](=[CH:18][CH:17]=[CH:16][CH:15]=2)[C:20](=[O:21])[N:12]1[CH2:11][CH:3]([C:2](=[O:1])[CH3:9])[C:4]([O:6][CH2:7][CH3:8])=[O:5], predict the reactants needed to synthesize it. The reactants are: [O:1]=[C:2]([CH3:9])[CH2:3][C:4]([O:6][CH2:7][CH3:8])=[O:5].O[CH2:11][N:12]1[C:20](=[O:21])[C:19]2[C:14](=[CH:15][CH:16]=[CH:17][CH:18]=2)[C:13]1=[O:22].B(F)(F)F.C([O-])(O)=O.[Na+]. (3) Given the product [CH:1]1[C:9]2[C:8]3[CH:10]=[CH:11][CH:12]=[CH:13][C:7]=3[O:6][C:5]=2[CH:4]=[CH:3][C:2]=1[C:14]([C:15]1[CH:20]=[CH:19][CH:18]=[CH:17][CH:16]=1)=[O:21], predict the reactants needed to synthesize it. The reactants are: [CH:1]1[C:9]2[C:8]3[CH:10]=[CH:11][CH:12]=[CH:13][C:7]=3[O:6][C:5]=2[CH:4]=[CH:3][CH:2]=1.[C:14](Cl)(=[O:21])[C:15]1[CH:20]=[CH:19][CH:18]=[CH:17][CH:16]=1.[Al+3].[Cl-].[Cl-].[Cl-].CCCCCC. (4) Given the product [CH2:8]1[C:13]2=[CH:14][C:15]3[CH:16]=[CH:17][CH:18]=[CH:19][C:20]=3[N:12]2[CH2:11][CH2:10][N:9]1[C:21](=[O:25])[CH2:22][CH:23]([N:5]1[CH2:6][CH2:7][N:2]([CH3:1])[CH2:3][CH2:4]1)[CH3:24], predict the reactants needed to synthesize it. The reactants are: [CH3:1][N:2]1[CH2:7][CH2:6][NH:5][CH2:4][CH2:3]1.[CH2:8]1[C:13]2=[CH:14][C:15]3[CH:16]=[CH:17][CH:18]=[CH:19][C:20]=3[N:12]2[CH2:11][CH2:10][N:9]1[C:21](=[O:25])[CH:22]=[CH:23][CH3:24]. (5) The reactants are: C(N([CH2:6][CH3:7])CC)C.[C:8](Cl)(=[O:15])[C:9]1[CH:14]=[CH:13][CH:12]=[CH:11][CH:10]=1.O.[CH2:18]1[CH2:22]O[CH2:20][CH2:19]1. Given the product [C:9]1([C:8](=[O:15])[C:20]#[C:19][CH2:18][CH2:22][CH2:14]/[CH:13]=[CH:12]/[C:7]2[CH:6]=[CH:11][CH:10]=[CH:9][CH:8]=2)[CH:14]=[CH:13][CH:12]=[CH:11][CH:10]=1, predict the reactants needed to synthesize it. (6) Given the product [NH:1]1[C:5]2=[N+:6]([O-:15])[CH:7]=[CH:8][CH:9]=[C:4]2[CH:3]=[CH:2]1, predict the reactants needed to synthesize it. The reactants are: [NH:1]1[C:5]2=[N:6][CH:7]=[CH:8][CH:9]=[C:4]2[CH:3]=[CH:2]1.ClC1C=C(C=CC=1)C(OO)=[O:15]. (7) Given the product [Br:16][C:13]1[CH:12]=[N:11][CH:10]=[C:9]2[C:14]=1[CH:15]=[C:6]([C:4]([O:3][CH2:1][CH3:2])=[O:5])[CH:7]=[N:8]2, predict the reactants needed to synthesize it. The reactants are: [CH2:1]([O:3][C:4]([C:6]1[CH:7]=[N:8][C:9]2[C:14]([CH:15]=1)=[CH:13][CH:12]=[N:11][CH:10]=2)=[O:5])[CH3:2].[Br:16]N1C(=O)CCC1=O. (8) Given the product [N:1]1([C:7]2([CH2:13][OH:14])[CH2:12][CH2:11][NH:10][CH2:9][CH2:8]2)[CH2:6][CH2:5][CH2:4][CH2:3][CH2:2]1, predict the reactants needed to synthesize it. The reactants are: [N:1]1([C:7]2([C:13](N)=[O:14])[CH2:12][CH2:11][NH:10][CH2:9][CH2:8]2)[CH2:6][CH2:5][CH2:4][CH2:3][CH2:2]1.[Na]. (9) Given the product [Cl:1][C:2]1[CH:23]=[CH:22][C:5]([C:6]([N:8]=[C:9]([NH:10][C:11]2[C:19]3[C:14](=[CH:15][C:16]([F:20])=[CH:17][CH:18]=3)[NH:13][N:12]=2)[NH:28][CH2:29][C:30]([OH:32])([CH3:33])[CH3:31])=[O:7])=[CH:4][CH:3]=1, predict the reactants needed to synthesize it. The reactants are: [Cl:1][C:2]1[CH:23]=[CH:22][C:5]([C:6]([NH:8][C:9](=S)[NH:10][C:11]2[C:19]3[C:14](=[CH:15][C:16]([F:20])=[CH:17][CH:18]=3)[NH:13][N:12]=2)=[O:7])=[CH:4][CH:3]=1.C(Cl)CCl.[NH2:28][CH2:29][C:30]([CH3:33])([OH:32])[CH3:31]. (10) Given the product [CH3:9][O:8][C:6]1[CH:7]=[C:2]([C:15]2[CH:16]=[CH:17][N:12]=[CH:13][CH:14]=2)[N:3]=[C:4]([S:10][CH3:11])[N:5]=1, predict the reactants needed to synthesize it. The reactants are: Cl[C:2]1[CH:7]=[C:6]([O:8][CH3:9])[N:5]=[C:4]([S:10][CH3:11])[N:3]=1.[N:12]1[CH:17]=[CH:16][C:15](B(O)O)=[CH:14][CH:13]=1.C([O-])([O-])=O.[Cs+].[Cs+].